This data is from Reaction yield outcomes from USPTO patents with 853,638 reactions. The task is: Predict the reaction yield, written as a fraction of the theoretical maximum amount of product (1.0 means a 100% yield; for example, 0.34 means a 34% yield). (1) The reactants are [Cl:1][C:2]1[N:7]=[C:6](Cl)[C:5]([Cl:9])=[CH:4][N:3]=1.[N:10]1([C:16]([O:18][C:19]([CH3:22])([CH3:21])[CH3:20])=[O:17])[CH2:15][CH2:14][NH:13][CH2:12][CH2:11]1.CCN(C(C)C)C(C)C. The catalyst is CN(C=O)C.O. The product is [Cl:1][C:2]1[N:7]=[C:6]([N:13]2[CH2:12][CH2:11][N:10]([C:16]([O:18][C:19]([CH3:22])([CH3:21])[CH3:20])=[O:17])[CH2:15][CH2:14]2)[C:5]([Cl:9])=[CH:4][N:3]=1. The yield is 0.510. (2) The reactants are [CH:1]([C@H:4]1[NH:15][C:14](=[O:16])[CH2:13][CH2:12][CH:11]=[CH:10][CH2:9][C@@H:8]([CH2:17][C:18]([O:20]C(C)(C)C)=O)[C:7](=[O:25])[O:6][CH2:5]1)([CH3:3])[CH3:2].FC(F)(F)C(O)=O.C([C@H]1NC(=O)CCC=CC[C@@H](CC(O)=O)C(=O)OC1)(C)C.[Cl:54][C:55]1[CH:60]=[CH:59][C:58]([CH2:61][NH2:62])=[CH:57][CH:56]=1. The catalyst is C(Cl)Cl.CO.C(Cl)Cl. The product is [Cl:54][C:55]1[CH:60]=[CH:59][C:58]([CH2:61][NH:62][C:18](=[O:20])[CH2:17][C@H:8]2[C:7](=[O:25])[O:6][CH2:5][C@@H:4]([CH:1]([CH3:2])[CH3:3])[NH:15][C:14](=[O:16])[CH2:13][CH2:12][CH:11]=[CH:10][CH2:9]2)=[CH:57][CH:56]=1. The yield is 0.730. (3) The reactants are [CH3:1][C:2]1[CH:10]=[CH:9][C:5]([C:6]([OH:8])=[O:7])=[CH:4][C:3]=1[N+:11]([O-:13])=[O:12].S(=O)(=O)(O)O.[CH3:19]O. No catalyst specified. The product is [CH3:19][O:7][C:6](=[O:8])[C:5]1[CH:9]=[CH:10][C:2]([CH3:1])=[C:3]([N+:11]([O-:13])=[O:12])[CH:4]=1. The yield is 0.970.